The task is: Predict the reactants needed to synthesize the given product.. This data is from Full USPTO retrosynthesis dataset with 1.9M reactions from patents (1976-2016). (1) Given the product [C@H:14]12[CH2:13][C@H:12]([C:15]1([CH3:16])[CH3:17])[C@H:10]([OH:11])[CH:9]=[C:8]2[CH3:7], predict the reactants needed to synthesize it. The reactants are: [H-].[H-].[H-].[H-].[Li+].[Al+3].[CH3:7][C:8]1[C@@H:14]2[C:15]([CH3:17])([CH3:16])[C@@H:12]([CH2:13]2)[C:10](=[O:11])[CH:9]=1.[F-].[Na+].[OH-].[Na+]. (2) Given the product [CH:1]([N:14]1[C:15]2[C:16](=[CH:17][C:18]([Cl:21])=[CH:19][CH:20]=2)[CH:22]=[C:23]1[CH2:24][CH2:25][NH:26][S:27]([CH2:30][C:31]1[CH:36]=[CH:35][C:34]([Cl:37])=[C:33]([Cl:38])[CH:32]=1)(=[O:29])=[O:28])([C:2]1[CH:3]=[CH:4][CH:5]=[CH:6][CH:7]=1)[C:8]1[CH:13]=[CH:12][CH:11]=[CH:10][CH:9]=1, predict the reactants needed to synthesize it. The reactants are: [CH:1]([NH:14][C:15]1[CH:20]=[CH:19][C:18]([Cl:21])=[CH:17][C:16]=1[C:22]#[C:23][CH2:24][CH2:25][NH:26][S:27]([CH2:30][C:31]1[CH:36]=[CH:35][C:34]([Cl:37])=[C:33]([Cl:38])[CH:32]=1)(=[O:29])=[O:28])([C:8]1[CH:13]=[CH:12][CH:11]=[CH:10][CH:9]=1)[C:2]1[CH:7]=[CH:6][CH:5]=[CH:4][CH:3]=1. (3) Given the product [C:10]1([NH:16][S:17]([C:20]2[N:24]3[N:25]=[C:26]([O:9][C:3]4[CH:8]=[CH:7][CH:6]=[CH:5][CH:4]=4)[CH:27]=[CH:28][C:23]3=[N:22][CH:21]=2)(=[O:18])=[O:19])[CH:11]=[CH:12][CH:13]=[CH:14][CH:15]=1, predict the reactants needed to synthesize it. The reactants are: [H-].[Na+].[C:3]1([OH:9])[CH:8]=[CH:7][CH:6]=[CH:5][CH:4]=1.[C:10]1([NH:16][S:17]([C:20]2[N:24]3[N:25]=[C:26](Cl)[CH:27]=[CH:28][C:23]3=[N:22][CH:21]=2)(=[O:19])=[O:18])[CH:15]=[CH:14][CH:13]=[CH:12][CH:11]=1. (4) Given the product [Cl:1][CH2:2][CH2:3][CH2:4][CH:5]([C:9]1[CH:14]=[CH:13][CH:12]=[CH:11][C:10]=1[C:15]([F:18])([F:17])[F:16])[C:6]([NH2:28])=[O:7], predict the reactants needed to synthesize it. The reactants are: [Cl:1][CH2:2][CH2:3][CH2:4][CH:5]([C:9]1[CH:14]=[CH:13][CH:12]=[CH:11][C:10]=1[C:15]([F:18])([F:17])[F:16])[C:6](O)=[O:7].C(Cl)(=O)C(Cl)=O.[OH-].[Na+].C[N:28](C=O)C.[NH4+].[OH-].